From a dataset of Full USPTO retrosynthesis dataset with 1.9M reactions from patents (1976-2016). Predict the reactants needed to synthesize the given product. (1) Given the product [OH:22][CH2:21][CH2:20][CH2:19][C:17]1[CH:16]=[CH:15][C:13]2[CH2:14][N:8]([C:6](=[O:7])[C:5]3[CH:4]=[CH:3][C:2]([Cl:1])=[CH:40][CH:39]=3)[CH2:9][C:10](=[O:38])[N:11]([CH2:24][C:25]3[CH:30]=[CH:29][C:28]([C:31]([N:33]4[CH2:37][CH:36]=[CH:35][CH2:34]4)=[O:32])=[CH:27][CH:26]=3)[C:12]=2[CH:18]=1, predict the reactants needed to synthesize it. The reactants are: [Cl:1][C:2]1[CH:40]=[CH:39][C:5]([C:6]([N:8]2[CH2:14][C:13]3[CH:15]=[CH:16][C:17]([CH2:19][CH2:20][C:21](O)=[O:22])=[CH:18][C:12]=3[N:11]([CH2:24][C:25]3[CH:30]=[CH:29][C:28]([C:31]([N:33]4[CH2:37][CH:36]=[CH:35][CH2:34]4)=[O:32])=[CH:27][CH:26]=3)[C:10](=[O:38])[CH2:9]2)=[O:7])=[CH:4][CH:3]=1.C(N(CC)CC)C.ClC(OCC)=O.[BH4-].[Na+]. (2) Given the product [C:41]12([C:24]3[CH:23]=[C:22]([C:19]4[CH:18]=[CH:17][C:16](/[CH:15]=[CH:14]/[C:13]([OH:51])=[O:12])=[CH:21][CH:20]=4)[CH:27]=[CH:26][C:25]=3[O:28][CH2:29][N:30]3[C:38](=[O:39])[C:37]4[C:32](=[CH:33][CH:34]=[CH:35][CH:36]=4)[C:31]3=[O:40])[CH2:50][CH:45]3[CH2:46][CH:47]([CH2:49][CH:43]([CH2:44]3)[CH2:42]1)[CH2:48]2, predict the reactants needed to synthesize it. The reactants are: C(O)(C(F)(F)F)=O.C([O:12][C:13](=[O:51])/[CH:14]=[CH:15]/[C:16]1[CH:21]=[CH:20][C:19]([C:22]2[CH:27]=[CH:26][C:25]([O:28][CH2:29][N:30]3[C:38](=[O:39])[C:37]4[C:32](=[CH:33][CH:34]=[CH:35][CH:36]=4)[C:31]3=[O:40])=[C:24]([C:41]34[CH2:50][CH:45]5[CH2:46][CH:47]([CH2:49][CH:43]([CH2:44]5)[CH2:42]3)[CH2:48]4)[CH:23]=2)=[CH:18][CH:17]=1)(C)(C)C. (3) Given the product [CH2:1]([N:8]1[CH:16]=[C:15]2[C:10]([CH:11]=[C:12]([C:17]3[CH:18]=[C:19]([Br:28])[N:20]4[C:25]=3[C:24]([NH2:26])=[N:23][C:22]([CH3:27])=[N:21]4)[CH:13]=[CH:14]2)=[N:9]1)[C:2]1[CH:7]=[CH:6][CH:5]=[CH:4][CH:3]=1, predict the reactants needed to synthesize it. The reactants are: [CH2:1]([N:8]1[CH:16]=[C:15]2[C:10]([CH:11]=[C:12]([C:17]3[CH:18]=[CH:19][N:20]4[C:25]=3[C:24]([NH2:26])=[N:23][C:22]([CH3:27])=[N:21]4)[CH:13]=[CH:14]2)=[N:9]1)[C:2]1[CH:7]=[CH:6][CH:5]=[CH:4][CH:3]=1.[Br:28]N1C(C)(C)C(=O)N(Br)C1=O. (4) Given the product [C:4]([C:6]1[CH:11]=[C:10]([CH3:12])[C:9]([C:13]2[CH:21]=[CH:20][C:19]([F:22])=[C:18]3[C:14]=2[CH2:15][CH2:16][C@H:17]3[O:23][C:24]2[CH:36]=[CH:35][C:27]3[C@H:28]([CH2:31][C:32]([OH:34])=[O:33])[CH2:29][O:30][C:26]=3[CH:25]=2)=[C:8]([CH3:37])[CH:7]=1)(=[O:2])[NH2:5], predict the reactants needed to synthesize it. The reactants are: N.[OH:2]O.[C:4]([C:6]1[CH:11]=[C:10]([CH3:12])[C:9]([C:13]2[CH:21]=[CH:20][C:19]([F:22])=[C:18]3[C:14]=2[CH2:15][CH2:16][C@H:17]3[O:23][C:24]2[CH:36]=[CH:35][C:27]3[C@H:28]([CH2:31][C:32]([OH:34])=[O:33])[CH2:29][O:30][C:26]=3[CH:25]=2)=[C:8]([CH3:37])[CH:7]=1)#[N:5]. (5) Given the product [CH3:11][N:10]([CH3:12])[C:8](=[O:9])[CH2:7][O:6][C:5]1[CH:13]=[CH:14][C:2]([B:19]2[O:20][C:21]([CH3:23])([CH3:22])[C:17]([CH3:33])([CH3:16])[O:18]2)=[CH:3][C:4]=1[CH3:15], predict the reactants needed to synthesize it. The reactants are: Br[C:2]1[CH:14]=[CH:13][C:5]([O:6][CH2:7][C:8]([N:10]([CH3:12])[CH3:11])=[O:9])=[C:4]([CH3:15])[CH:3]=1.[CH3:16][C:17]1([CH3:33])[C:21]([CH3:23])([CH3:22])[O:20][B:19]([B:19]2[O:20][C:21]([CH3:23])([CH3:22])[C:17]([CH3:33])([CH3:16])[O:18]2)[O:18]1. (6) Given the product [F:17][C:4]1[CH:3]=[C:2]([C:23]2[CH:24]=[CH:25][C:20]([C:19]([F:30])([F:29])[F:18])=[CH:21][CH:22]=2)[C:10]2[N:9]3[CH2:11][CH2:12][CH2:13][NH:14][C:15](=[O:16])[C:8]3=[CH:7][C:6]=2[CH:5]=1, predict the reactants needed to synthesize it. The reactants are: Br[C:2]1[C:10]2[N:9]3[CH2:11][CH2:12][CH2:13][NH:14][C:15](=[O:16])[C:8]3=[CH:7][C:6]=2[CH:5]=[C:4]([F:17])[CH:3]=1.[F:18][C:19]([F:30])([F:29])[C:20]1[CH:25]=[CH:24][C:23](B(O)O)=[CH:22][CH:21]=1. (7) Given the product [NH2:11][C:5]1[CH:4]=[CH:3][C:2]([Br:1])=[CH:13][C:6]=1[C:7]([N:14]1[CH2:19][CH2:18][O:17][CH2:16][CH2:15]1)=[O:9], predict the reactants needed to synthesize it. The reactants are: [Br:1][C:2]1[CH:13]=[C:6]2[C:7]([O:9]C(=O)[NH:11][C:5]2=[CH:4][CH:3]=1)=O.[NH:14]1[CH2:19][CH2:18][O:17][CH2:16][CH2:15]1. (8) Given the product [O:17]1[CH2:21][CH2:20][CH:19]([CH2:22][NH:23][C:12]([C:9]2[CH:8]=[C:7]([CH2:6][C:5]3[CH:4]=[CH:3][C:2]([CH3:1])=[CH:16][CH:15]=3)[O:11][N:10]=2)=[O:14])[CH2:18]1, predict the reactants needed to synthesize it. The reactants are: [CH3:1][C:2]1[CH:16]=[CH:15][C:5]([CH2:6][C:7]2[O:11][N:10]=[C:9]([C:12]([OH:14])=O)[CH:8]=2)=[CH:4][CH:3]=1.[O:17]1[CH2:21][CH2:20][CH:19]([CH2:22][NH2:23])[CH2:18]1.C(N(CC)CC)C.ON1C2C=CC=CC=2N=N1.Cl.C(N=C=NCCCN(C)C)C.